Task: Predict which catalyst facilitates the given reaction.. Dataset: Catalyst prediction with 721,799 reactions and 888 catalyst types from USPTO (1) Reactant: [CH3:1][NH:2][C:3]([C:5]1[CH:10]=[CH:9][C:8]([NH:11][C:12](=[O:28])[C:13]2[CH:18]=[CH:17][CH:16]=[C:15](B3OC(C)(C)C(C)(C)O3)[CH:14]=2)=[CH:7][CH:6]=1)=[O:4].[Br:29][C:30]1[C:31]2[N:32]([N:37]=[CH:38][N:39]=2)[CH:33]=[C:34](I)[CH:35]=1.C([O-])([O-])=O.[Na+].[Na+].O. Product: [Br:29][C:30]1[C:31]2[N:32]([N:37]=[CH:38][N:39]=2)[CH:33]=[C:34]([C:15]2[CH:14]=[C:13]([CH:18]=[CH:17][CH:16]=2)[C:12]([NH:11][C:8]2[CH:7]=[CH:6][C:5]([C:3](=[O:4])[NH:2][CH3:1])=[CH:10][CH:9]=2)=[O:28])[CH:35]=1. The catalyst class is: 77. (2) Reactant: [NH2:1][C:2]1[CH:3]=[C:4]([CH:9]=[C:10]([F:12])[CH:11]=1)[C:5]([O:7][CH3:8])=[O:6].[H-].[Na+].[CH2:15](Br)[C:16]1[CH:21]=[CH:20][CH:19]=[CH:18][CH:17]=1. Product: [CH2:15]([N:1]([CH2:5][C:4]1[CH:9]=[CH:10][CH:11]=[CH:2][CH:3]=1)[C:2]1[CH:3]=[C:4]([CH:9]=[C:10]([F:12])[CH:11]=1)[C:5]([O:7][CH3:8])=[O:6])[C:16]1[CH:21]=[CH:20][CH:19]=[CH:18][CH:17]=1. The catalyst class is: 3. (3) Reactant: [C:1]([C:3]1[CH:4]=[N:5][CH:6]=[C:7](B2OC(C)(C)C(C)(C)O2)[CH:8]=1)#[N:2].Br[C:19]1[CH:20]=[C:21]([C:26]2([C:37]3[CH:42]=[CH:41][N:40]=[CH:39][CH:38]=3)[C:34]3[C:29](=[C:30]([F:35])[CH:31]=[CH:32][CH:33]=3)[C:28]([NH2:36])=[N:27]2)[CH:22]=[CH:23][C:24]=1[F:25].C(=O)([O-])[O-].[K+].[K+]. Product: [NH2:36][C:28]1[C:29]2[C:34](=[CH:33][CH:32]=[CH:31][C:30]=2[F:35])[C:26]([C:21]2[CH:20]=[CH:19][C:24]([F:25])=[C:23]([C:7]3[CH:6]=[N:5][CH:4]=[C:3]([CH:8]=3)[C:1]#[N:2])[CH:22]=2)([C:37]2[CH:42]=[CH:41][N:40]=[CH:39][CH:38]=2)[N:27]=1. The catalyst class is: 431.